This data is from CYP2D6 inhibition data for predicting drug metabolism from PubChem BioAssay. The task is: Regression/Classification. Given a drug SMILES string, predict its absorption, distribution, metabolism, or excretion properties. Task type varies by dataset: regression for continuous measurements (e.g., permeability, clearance, half-life) or binary classification for categorical outcomes (e.g., BBB penetration, CYP inhibition). Dataset: cyp2d6_veith. (1) The result is 1 (inhibitor). The drug is O=C(OCC(=O)c1cccs1)c1cccc(C(=O)OCC(=O)c2cccs2)n1. (2) The drug is Cc1c(CCOC(=O)C2C3CC4CC(C3)CC2C4)sc[n+]1CC(=O)c1ccc(Br)cc1.[Br-]. The result is 1 (inhibitor).